This data is from Peptide-MHC class I binding affinity with 185,985 pairs from IEDB/IMGT. The task is: Regression. Given a peptide amino acid sequence and an MHC pseudo amino acid sequence, predict their binding affinity value. This is MHC class I binding data. (1) The peptide sequence is SRKKGFLGL. The MHC is HLA-B15:01 with pseudo-sequence HLA-B15:01. The binding affinity (normalized) is 0.0847. (2) The peptide sequence is VGEEFFHQY. The MHC is HLA-A01:01 with pseudo-sequence HLA-A01:01. The binding affinity (normalized) is 0.250. (3) The peptide sequence is GIADFIIFK. The MHC is HLA-A02:12 with pseudo-sequence HLA-A02:12. The binding affinity (normalized) is 0.0847. (4) The binding affinity (normalized) is 0.0847. The MHC is HLA-A11:01 with pseudo-sequence HLA-A11:01. The peptide sequence is LGYPFAWFL. (5) The peptide sequence is RQMRASAPL. The binding affinity (normalized) is 0.753. The MHC is HLA-B40:01 with pseudo-sequence HLA-B40:01. (6) The peptide sequence is TSTVEEQIQW. The MHC is HLA-A02:01 with pseudo-sequence HLA-A02:01. The binding affinity (normalized) is 0. (7) The peptide sequence is ILNFLDWIK. The MHC is HLA-A33:01 with pseudo-sequence HLA-A33:01. The binding affinity (normalized) is 0.338. (8) The peptide sequence is FGSGWTWVV. The MHC is HLA-B40:01 with pseudo-sequence HLA-B40:01. The binding affinity (normalized) is 0.0847. (9) The peptide sequence is HIVCSKTVK. The MHC is HLA-A33:01 with pseudo-sequence HLA-A33:01. The binding affinity (normalized) is 0.0388. (10) The peptide sequence is IIIPLSVSI. The MHC is HLA-B08:01 with pseudo-sequence HLA-B08:01. The binding affinity (normalized) is 0.0439.